This data is from Catalyst prediction with 721,799 reactions and 888 catalyst types from USPTO. The task is: Predict which catalyst facilitates the given reaction. (1) Product: [C:20]([NH:1][C:2]1[S:3][CH:4]=[C:5]([C:12]2[CH:13]=[CH:14][C:15]([O:18][CH3:19])=[CH:16][CH:17]=2)[C:6]=1[C:7]([O:9][CH2:10][CH3:11])=[O:8])(=[O:27])[C:21]1[CH:26]=[CH:25][CH:24]=[CH:23][CH:22]=1. Reactant: [NH2:1][C:2]1[S:3][CH:4]=[C:5]([C:12]2[CH:17]=[CH:16][C:15]([O:18][CH3:19])=[CH:14][CH:13]=2)[C:6]=1[C:7]([O:9][CH2:10][CH3:11])=[O:8].[C:20](Cl)(=[O:27])[C:21]1[CH:26]=[CH:25][CH:24]=[CH:23][CH:22]=1.N1C=CC=CC=1. The catalyst class is: 10. (2) Reactant: [Cl:1][C:2]1[CH:3]=[C:4]([C:13]2[O:14][C:15]3[CH2:25][CH2:24][C:19]4(OCC[O:20]4)[CH2:18][C:16]=3[N:17]=2)[CH:5]=[CH:6][C:7]=1[O:8][CH2:9][CH:10]1[CH2:12][CH2:11]1.C1COCC1.Cl.C(=O)([O-])O.[Na+]. Product: [Cl:1][C:2]1[CH:3]=[C:4]([C:13]2[O:14][C:15]3[CH2:25][CH2:24][CH:19]([OH:20])[CH2:18][C:16]=3[N:17]=2)[CH:5]=[CH:6][C:7]=1[O:8][CH2:9][CH:10]1[CH2:11][CH2:12]1. The catalyst class is: 72. (3) Reactant: [C:1]([C:5]1[CH:10]=[CH:9][C:8]([S:11]([NH:14][C:15]2[C:20]([O:21][C:22]3[CH:27]=[CH:26][CH:25]=[CH:24][C:23]=3[O:28][CH3:29])=[C:19](Cl)[N:18]=[CH:17][N:16]=2)(=[O:13])=[O:12])=[CH:7][CH:6]=1)([CH3:4])([CH3:3])[CH3:2].[C:31]([O-:35])(=O)[CH2:32][OH:33].[Na+].[CH2:37](O)[CH2:38]O.[Na]. Product: [CH3:2][C:1]([C:5]1[CH:10]=[CH:9][C:8]([S:11]([NH:14][C:15]2[C:20]([O:21][C:22]3[CH:27]=[CH:26][CH:25]=[CH:24][C:23]=3[O:28][CH3:29])=[C:19]([O:33][CH2:32][CH2:31][OH:35])[N:18]=[C:17]([C:15]3[N:16]=[CH:17][CH:37]=[CH:38][N:14]=3)[N:16]=2)(=[O:13])=[O:12])=[CH:7][CH:6]=1)([CH3:4])[CH3:3]. The catalyst class is: 34. (4) Reactant: C([O:8][C:9]1[C:10](=[O:22])[CH:11]=[C:12]([CH:16]([OH:21])[C:17]([F:20])([F:19])[F:18])[N:13]([CH3:15])[CH:14]=1)C1C=CC=CC=1. Product: [OH:8][C:9]1[C:10](=[O:22])[CH:11]=[C:12]([CH:16]([OH:21])[C:17]([F:18])([F:19])[F:20])[N:13]([CH3:15])[CH:14]=1. The catalyst class is: 19. (5) Reactant: [Br:1][C:2]1[CH:3]=[C:4]2[C:8](=[CH:9][CH:10]=1)[N:7]([CH2:11][CH2:12][CH2:13]Cl)[N:6]=[CH:5]2.[I-].[K+].C([O-])([O-])=O.[K+].[K+].[NH:23]1[CH2:27][CH2:26][CH2:25][CH2:24]1. Product: [Br:1][C:2]1[CH:3]=[C:4]2[C:8](=[CH:9][CH:10]=1)[N:7]([CH2:11][CH2:12][CH2:13][N:23]1[CH2:27][CH2:26][CH2:25][CH2:24]1)[N:6]=[CH:5]2. The catalyst class is: 31. (6) Reactant: [CH3:1][C:2]([C:13]1[S:14][CH:15]=[CH:16][CH:17]=1)([CH3:12])[C:3]([NH:5][NH:6][C:7]([CH:9]1[CH2:11][CH2:10]1)=[O:8])=O.N1C=CC=CC=1.FC(F)(F)S(OS(C(F)(F)F)(=O)=O)(=O)=O. Product: [CH:9]1([C:7]2[O:8][C:3]([C:2]([CH3:12])([C:13]3[S:14][CH:15]=[CH:16][CH:17]=3)[CH3:1])=[N:5][N:6]=2)[CH2:11][CH2:10]1. The catalyst class is: 4. (7) Reactant: ClCCl.[CH2:4]([NH:11][C:12](=[O:37])[C@H:13]([OH:36])[CH:14]([NH:17][C:18](=[O:35])[CH2:19][CH2:20][S:21]([CH2:24][C:25]1[CH:30]=[CH:29][CH:28]=[CH:27][C:26]=1[O:31][CH:32]([F:34])[F:33])(=[O:23])=[O:22])[CH2:15][CH3:16])[C:5]1[CH:10]=[CH:9][CH:8]=[CH:7][CH:6]=1.CC(OI1(OC(C)=O)(OC(C)=O)OC(=O)C2C=CC=CC1=2)=O.[O-]S([O-])(=S)=O.[Na+].[Na+]. Product: [CH2:4]([NH:11][C:12](=[O:37])[C:13](=[O:36])[C@@H:14]([NH:17][C:18](=[O:35])[CH2:19][CH2:20][S:21]([CH2:24][C:25]1[CH:30]=[CH:29][CH:28]=[CH:27][C:26]=1[O:31][CH:32]([F:34])[F:33])(=[O:23])=[O:22])[CH2:15][CH3:16])[C:5]1[CH:6]=[CH:7][CH:8]=[CH:9][CH:10]=1. The catalyst class is: 250. (8) Reactant: [F:1][C:2]1([C:7]([NH:9][C:10]2[CH:15]=[CH:14][C:13]([F:16])=[C:12]([CH3:17])[CH:11]=2)=[O:8])[CH2:6][CH2:5][NH:4][CH2:3]1.OC1C=CC=CC=1[O:25][S:26](=O)(=[O:31])[NH:27][CH:28]([CH3:30])[CH3:29].C(N(CC)CC)C. Product: [F:1][C:2]1([C:7]([NH:9][C:10]2[CH:15]=[CH:14][C:13]([F:16])=[C:12]([CH3:17])[CH:11]=2)=[O:8])[CH2:6][CH2:5][N:4]([S:26](=[O:31])(=[O:25])[NH:27][CH:28]([CH3:30])[CH3:29])[CH2:3]1. The catalyst class is: 10. (9) Reactant: [NH2:1][C:2]([CH3:6])([CH3:5])[CH2:3][OH:4].C(N(CC)CC)C.[Cl:14][CH2:15][CH2:16][CH2:17][O:18][C:19]1[CH:27]=[CH:26][C:22]([C:23](Cl)=[O:24])=[CH:21][CH:20]=1. Product: [Cl:14][CH2:15][CH2:16][CH2:17][O:18][C:19]1[CH:20]=[CH:21][C:22]([C:23]([NH:1][C:2]([CH3:6])([CH3:5])[CH2:3][OH:4])=[O:24])=[CH:26][CH:27]=1. The catalyst class is: 4. (10) Reactant: [N:1]([CH2:4][CH:5]1[CH2:9][C:8]2[CH:10]=[C:11]([F:21])[CH:12]=[C:13]([C:14]3[CH:19]=[CH:18][CH:17]=[CH:16][C:15]=3[CH3:20])[C:7]=2[O:6]1)=[N+]=[N-]. Product: [F:21][C:11]1[CH:12]=[C:13]([C:14]2[CH:19]=[CH:18][CH:17]=[CH:16][C:15]=2[CH3:20])[C:7]2[O:6][CH:5]([CH2:4][NH2:1])[CH2:9][C:8]=2[CH:10]=1. The catalyst class is: 45.